Task: Predict the reactants needed to synthesize the given product.. Dataset: Full USPTO retrosynthesis dataset with 1.9M reactions from patents (1976-2016) (1) The reactants are: [NH2:1][C:2]1[N:7]=[C:6](SC)[C:5]([C:10]2[CH:11]=[CH:12][C:13](=[O:19])[N:14]([CH:16]([CH3:18])[CH3:17])[N:15]=2)=[C:4]([C:20]2[CH:25]=[CH:24][CH:23]=[CH:22][CH:21]=2)[N:3]=1.[CH3:26][O-:27].[Na+]. Given the product [NH2:1][C:2]1[N:7]=[C:6]([O:27][CH3:26])[C:5]([C:10]2[CH:11]=[CH:12][C:13](=[O:19])[N:14]([CH:16]([CH3:18])[CH3:17])[N:15]=2)=[C:4]([C:20]2[CH:25]=[CH:24][CH:23]=[CH:22][CH:21]=2)[N:3]=1, predict the reactants needed to synthesize it. (2) Given the product [Cl:16][C:17]1[N:22]2[N:23]=[C:24]([C:28]3[CH:33]=[CH:32][C:31]([F:34])=[CH:30][CH:29]=3)[C:25]([CH:26]([OH:27])[C:3]#[C:2][CH2:1][O:4][CH:5]3[CH2:10][CH2:9][CH2:8][CH2:7][O:6]3)=[C:21]2[CH:20]=[CH:19][CH:18]=1, predict the reactants needed to synthesize it. The reactants are: [CH2:1]([O:4][CH:5]1[CH2:10][CH2:9][CH2:8][CH2:7][O:6]1)[C:2]#[CH:3].C([Li])CCC.[Cl:16][C:17]1[N:22]2[N:23]=[C:24]([C:28]3[CH:33]=[CH:32][C:31]([F:34])=[CH:30][CH:29]=3)[C:25]([CH:26]=[O:27])=[C:21]2[CH:20]=[CH:19][CH:18]=1.O. (3) Given the product [CH3:1][O:2][C:3]1[C:10]([CH3:11])=[C:9]([O:12][CH3:13])[CH:8]=[CH:7][C:4]=1[CH:5]=[O:6], predict the reactants needed to synthesize it. The reactants are: [CH3:1][O:2][C:3]1[C:10]([CH3:11])=[C:9]([O:12][CH3:13])[CH:8]=[C:7](C)[C:4]=1[CH:5]=[O:6].COC1C=CC=C(OC)C=1C.O=P(Cl)(Cl)Cl.CN(C=O)C.C([O-])(O)=O.[Na+]. (4) Given the product [Cl:1][C:2]1[CH:25]=[CH:24][C:5]([CH2:6][NH:7][C:8]([C:10]2[C:11](=[O:23])[C:12]3[S:19][C:18]([CH2:20][N:38]([CH2:37][CH:36]([C:29]4[C:30]([O:34][CH3:35])=[CH:31][CH:32]=[CH:33][C:28]=4[O:27][CH3:26])[OH:40])[CH3:39])=[C:17]([CH3:22])[C:13]=3[N:14]([CH3:16])[CH:15]=2)=[O:9])=[CH:4][CH:3]=1, predict the reactants needed to synthesize it. The reactants are: [Cl:1][C:2]1[CH:25]=[CH:24][C:5]([CH2:6][NH:7][C:8]([C:10]2[C:11](=[O:23])[C:12]3[S:19][C:18]([CH2:20]Cl)=[C:17]([CH3:22])[C:13]=3[N:14]([CH3:16])[CH:15]=2)=[O:9])=[CH:4][CH:3]=1.[CH3:26][O:27][C:28]1[CH:33]=[CH:32][CH:31]=[C:30]([O:34][CH3:35])[C:29]=1[CH:36]([OH:40])[CH2:37][NH:38][CH3:39].C(N(C(C)C)CC)(C)C.